Task: Predict which catalyst facilitates the given reaction.. Dataset: Catalyst prediction with 721,799 reactions and 888 catalyst types from USPTO Reactant: [N+:1]([C:4]1[CH:5]=[CH:6][CH:7]=[C:8]2[C:13]=1[N:12]=[CH:11][CH:10]=[C:9]2[O:14][C:15]1[CH:20]=[CH:19][C:18]([NH2:21])=[CH:17][CH:16]=1)([O-:3])=[O:2].ON1C2C=CC=CC=2N=N1.[Cl:32][C:33]1[CH:41]=[CH:40][C:36]([C:37](O)=[O:38])=[CH:35][C:34]=1[C:42]([F:45])([F:44])[F:43].C(N(CC)CC)C. Product: [N+:1]([C:4]1[CH:5]=[CH:6][CH:7]=[C:8]2[C:13]=1[N:12]=[CH:11][CH:10]=[C:9]2[O:14][C:15]1[CH:20]=[CH:19][C:18]([NH:21][C:37](=[O:38])[C:36]2[CH:40]=[CH:41][C:33]([Cl:32])=[C:34]([C:42]([F:45])([F:43])[F:44])[CH:35]=2)=[CH:17][CH:16]=1)([O-:3])=[O:2]. The catalyst class is: 9.